The task is: Predict which catalyst facilitates the given reaction.. This data is from Catalyst prediction with 721,799 reactions and 888 catalyst types from USPTO. (1) Reactant: C(O)(C(F)(F)F)=O.[Br:8][C:9]1[CH:42]=[CH:41][C:12]([NH:13][C:14]2[C:23]3[C:18](=[CH:19][C:20]([O:26][CH2:27][CH:28]4[CH2:33][CH2:32][N:31](C(OC(C)(C)C)=O)[CH2:30][CH2:29]4)=[C:21]([O:24][CH3:25])[CH:22]=3)[N:17]=[CH:16][N:15]=2)=[C:11]([F:43])[CH:10]=1. Product: [Br:8][C:9]1[CH:42]=[CH:41][C:12]([NH:13][C:14]2[C:23]3[C:18](=[CH:19][C:20]([O:26][CH2:27][CH:28]4[CH2:29][CH2:30][NH:31][CH2:32][CH2:33]4)=[C:21]([O:24][CH3:25])[CH:22]=3)[N:17]=[CH:16][N:15]=2)=[C:11]([F:43])[CH:10]=1. The catalyst class is: 2. (2) Reactant: [N:1]1[C:10]2[C:5](=[CH:6][CH:7]=[CH:8][CH:9]=2)[N:4]=[CH:3][C:2]=1[C:11]1[CH:12]=[C:13]([NH2:17])[CH:14]=[CH:15][CH:16]=1.[CH3:18][O:19][C:20]1[CH:25]=[CH:24][C:23]([N:26]=[C:27]=[O:28])=[CH:22][CH:21]=1. Product: [CH3:18][O:19][C:20]1[CH:25]=[CH:24][C:23]([NH:26][C:27]([NH:17][C:13]2[CH:14]=[CH:15][CH:16]=[C:11]([C:2]3[CH:3]=[N:4][C:5]4[C:10](=[CH:9][CH:8]=[CH:7][CH:6]=4)[N:1]=3)[CH:12]=2)=[O:28])=[CH:22][CH:21]=1. The catalyst class is: 11. (3) Reactant: O.NN.[CH2:4]([C:6]1[CH:11]=[CH:10][CH:9]=[CH:8][C:7]=1[O:12][C:13]1[CH:18]=[CH:17][C:16]([N+:19]([O-])=O)=[CH:15][N:14]=1)[CH3:5]. Product: [CH2:4]([C:6]1[CH:11]=[CH:10][CH:9]=[CH:8][C:7]=1[O:12][C:13]1[N:14]=[CH:15][C:16]([NH2:19])=[CH:17][CH:18]=1)[CH3:5]. The catalyst class is: 29. (4) Reactant: [H-].[Na+].[OH:3][C:4]1[CH:12]=[CH:11][CH:10]=[C:9]2[C:5]=1[CH:6]=[CH:7][NH:8]2.Cl[C:14]1[CH:19]=[CH:18][C:17]([N+:20]([O-:22])=[O:21])=[CH:16][N:15]=1.O. Product: [N+:20]([C:17]1[CH:18]=[CH:19][C:14]([O:3][C:4]2[CH:12]=[CH:11][CH:10]=[C:9]3[C:5]=2[CH:6]=[CH:7][NH:8]3)=[N:15][CH:16]=1)([O-:22])=[O:21]. The catalyst class is: 37.